Dataset: Full USPTO retrosynthesis dataset with 1.9M reactions from patents (1976-2016). Task: Predict the reactants needed to synthesize the given product. (1) Given the product [CH2:27]([N:34]1[CH2:38][CH2:39][C:3]2([C:4]3[C:5](=[CH:6][N:7]=[CH:8][CH:9]=3)[NH:1][C:2]2=[O:10])[CH2:36][CH2:35]1)[C:28]1[CH:33]=[CH:32][CH:31]=[CH:30][CH:29]=1, predict the reactants needed to synthesize it. The reactants are: [NH:1]1[C:5]2=[CH:6][N:7]=[CH:8][CH:9]=[C:4]2[CH2:3][C:2]1=[O:10].[Li+].C[Si]([N-][Si](C)(C)C)(C)C.C1COCC1.Cl.[CH2:27]([N:34]([CH2:38][CH2:39]Cl)[CH2:35][CH2:36]Cl)[C:28]1[CH:33]=[CH:32][CH:31]=[CH:30][CH:29]=1. (2) Given the product [N+:1]([C:4]1[CH:5]=[N:6][CH:7]=[CH:8][C:9]=1[C:10]1([C:11]([O:13][CH2:14][CH3:15])=[O:12])[CH2:20][CH2:19][CH2:18][CH2:17]1)([O-:3])=[O:2], predict the reactants needed to synthesize it. The reactants are: [N+:1]([C:4]1[CH:5]=[N:6][CH:7]=[CH:8][C:9]=1[CH2:10][C:11]([O:13][CH2:14][CH3:15])=[O:12])([O-:3])=[O:2].Br[CH2:17][CH2:18][CH2:19][CH2:20]Br.C([O-])([O-])=O.[K+].[K+]. (3) Given the product [C:24]([O:28][C:29](=[O:32])[CH2:30][O:17][CH:14]1[CH2:15][CH2:16][CH:11]([NH:10][C:7]2[CH:8]=[CH:9][C:4]([N+:1]([O-:3])=[O:2])=[C:5]([C:18]([F:19])([F:20])[F:21])[CH:6]=2)[CH2:12][CH2:13]1)([CH3:27])([CH3:26])[CH3:25], predict the reactants needed to synthesize it. The reactants are: [N+:1]([C:4]1[CH:9]=[CH:8][C:7]([NH:10][CH:11]2[CH2:16][CH2:15][CH:14]([OH:17])[CH2:13][CH2:12]2)=[CH:6][C:5]=1[C:18]([F:21])([F:20])[F:19])([O-:3])=[O:2].[H-].[Na+].[C:24]([O:28][C:29](=[O:32])[CH2:30]Br)([CH3:27])([CH3:26])[CH3:25]. (4) The reactants are: [OH:1][C:2]1[CH:7]=[C:6]([CH3:8])[C:5]([NH:9][CH:10]=[O:11])=[C:4]([CH3:12])[C:3]=1[CH3:13].Br[CH2:15][C:16]([CH3:25])=[CH:17][C:18]1[CH:23]=[CH:22][C:21]([CH3:24])=[CH:20][CH:19]=1. Given the product [CH3:12][C:4]1[C:3]([CH3:13])=[C:2]([O:1][CH2:15][C:16]([CH3:25])=[CH:17][C:18]2[CH:19]=[CH:20][C:21]([CH3:24])=[CH:22][CH:23]=2)[CH:7]=[C:6]([CH3:8])[C:5]=1[NH:9][CH:10]=[O:11], predict the reactants needed to synthesize it. (5) Given the product [ClH:1].[CH3:19][O:18][C:17]1[CH:20]=[CH:21][C:14]([N:13]([CH3:12])[C:2]2[C:3]3[CH:11]=[CH:10][S:9][C:4]=3[N:5]=[C:6]([CH3:8])[N:7]=2)=[CH:15][CH:16]=1, predict the reactants needed to synthesize it. The reactants are: [Cl:1][C:2]1[C:3]2[CH:11]=[CH:10][S:9][C:4]=2[N:5]=[C:6]([CH3:8])[N:7]=1.[CH3:12][NH:13][C:14]1[CH:21]=[CH:20][C:17]([O:18][CH3:19])=[CH:16][CH:15]=1. (6) The reactants are: [OH:1][CH2:2][C:3]1[CH:8]=[CH:7][N:6]2[C:9](=[O:20])[N:10]([CH2:12][O:13][CH2:14][CH2:15][Si:16]([CH3:19])([CH3:18])[CH3:17])[N:11]=[C:5]2[C:4]=1[O:21][CH3:22]. Given the product [CH3:22][O:21][C:4]1[C:5]2[N:6]([C:9](=[O:20])[N:10]([CH2:12][O:13][CH2:14][CH2:15][Si:16]([CH3:19])([CH3:18])[CH3:17])[N:11]=2)[CH:7]=[CH:8][C:3]=1[CH:2]=[O:1], predict the reactants needed to synthesize it. (7) Given the product [I:1][C:2]1[CH:3]=[C:4]([N:8]2[C:12](=[O:13])[CH2:11][N:10]([S:25]([CH3:24])(=[O:27])=[O:26])[C:9]2=[O:14])[CH:5]=[CH:6][CH:7]=1, predict the reactants needed to synthesize it. The reactants are: [I:1][C:2]1[CH:3]=[C:4]([N:8]2[C:12](=[O:13])[CH2:11][NH:10][C:9]2=[O:14])[CH:5]=[CH:6][CH:7]=1.C(N(CC)C(C)C)(C)C.[CH3:24][S:25](Cl)(=[O:27])=[O:26].